Predict the reactants needed to synthesize the given product. From a dataset of Full USPTO retrosynthesis dataset with 1.9M reactions from patents (1976-2016). (1) Given the product [N:21]([C@H:7]1[CH2:6][N:5]([C:14]([O:16][C:17]([CH3:20])([CH3:19])[CH3:18])=[O:15])[C@@H:4]([CH:2]([CH3:3])[CH3:1])[CH2:8]1)=[N+:22]=[N-:23], predict the reactants needed to synthesize it. The reactants are: [CH3:1][CH:2]([C@H:4]1[CH2:8][C@H:7](OS(C)(=O)=O)[CH2:6][N:5]1[C:14]([O:16][C:17]([CH3:20])([CH3:19])[CH3:18])=[O:15])[CH3:3].[N-:21]=[N+:22]=[N-:23].[Na+]. (2) Given the product [Cl:30][C:24]1[CH:25]=[C:26]([CH3:29])[CH:27]=[C:28]2[C:23]=1[N:22]=[C:21]([CH3:31])[C:20]([CH3:32])=[C:19]2[N:4]1[C:5]2[C:10](=[CH:9][CH:8]=[C:7]([N:11]3[CH2:16][CH2:15][O:14][CH2:13][CH2:12]3)[CH:6]=2)[C:2]([CH3:17])([CH3:1])[CH2:3]1, predict the reactants needed to synthesize it. The reactants are: [CH3:1][C:2]1([CH3:17])[C:10]2[C:5](=[CH:6][C:7]([N:11]3[CH2:16][CH2:15][O:14][CH2:13][CH2:12]3)=[CH:8][CH:9]=2)[NH:4][CH2:3]1.Cl[C:19]1[C:28]2[C:23](=[C:24]([Cl:30])[CH:25]=[C:26]([CH3:29])[CH:27]=2)[N:22]=[C:21]([CH3:31])[C:20]=1[CH3:32].C(=O)([O-])[O-].[Cs+].[Cs+].C1C=CC(P(C2C(C3C(P(C4C=CC=CC=4)C4C=CC=CC=4)=CC=C4C=3C=CC=C4)=C3C(C=CC=C3)=CC=2)C2C=CC=CC=2)=CC=1. (3) Given the product [F:30][C:27]1[CH:28]=[CH:29][C:24]([N:21]2[C:16]3[CH:17]=[C:18]4[C@:13]([CH2:31][O:32][CH3:33])([CH2:14][C:15]=3[CH:23]=[N:22]2)[CH2:12][N:11]([S:8]([C:4]2[CH:5]=[N:6][CH:7]=[C:2]([N:86]3[CH2:91][CH2:90][O:89][CH2:88][CH2:87]3)[CH:3]=2)(=[O:10])=[O:9])[CH2:20][CH2:19]4)=[CH:25][CH:26]=1, predict the reactants needed to synthesize it. The reactants are: Br[C:2]1[CH:3]=[C:4]([S:8]([N:11]2[CH2:20][CH2:19][C:18]3[C@:13]([CH2:31][O:32][CH3:33])([CH2:14][C:15]4[CH:23]=[N:22][N:21]([C:24]5[CH:29]=[CH:28][C:27]([F:30])=[CH:26][CH:25]=5)[C:16]=4[CH:17]=3)[CH2:12]2)(=[O:10])=[O:9])[CH:5]=[N:6][CH:7]=1.C1(P(C2C=CC=CC=2)C2C=CC3C(=CC=CC=3)C=2C2C3C(=CC=CC=3)C=CC=2P(C2C=CC=CC=2)C2C=CC=CC=2)C=CC=CC=1.CC(C)([O-])C.[Na+].[NH:86]1[CH2:91][CH2:90][O:89][CH2:88][CH2:87]1. (4) Given the product [Cl:3][C:4]1[CH:24]=[C:23]([N:25]([CH3:33])[CH2:26][CH2:27][CH2:28][CH2:29][CH3:30])[CH:22]=[CH:21][C:5]=1[CH2:6][N:7]1[C:11]2=[N:12][C:13]([C:16]([O:18][CH3:19])=[O:17])=[CH:14][CH:15]=[C:10]2[N:9]=[C:8]1[CH3:20], predict the reactants needed to synthesize it. The reactants are: Cl.Cl.[Cl:3][C:4]1[CH:24]=[C:23]([NH:25][CH3:26])[CH:22]=[CH:21][C:5]=1[CH2:6][N:7]1[C:11]2=[N:12][C:13]([C:16]([O:18][CH3:19])=[O:17])=[CH:14][CH:15]=[C:10]2[N:9]=[C:8]1[CH3:20].[CH:27](=O)[CH2:28][CH2:29][CH2:30]C.[C:33]([BH3-])#N.[Na+].Cl.C(=O)([O-])O.[Na+]. (5) Given the product [CH2:1]=[CH:2][CH2:3][NH2:4].[CH2:5]1[O:7][CH:6]1[CH2:8][Cl:9], predict the reactants needed to synthesize it. The reactants are: [CH2:1]=[CH:2][CH2:3][NH2:4].[CH2:5]1[O:7][CH:6]1[CH2:8][Cl:9].Cl.[OH-].[Na+]. (6) Given the product [ClH:43].[C:33]1([CH2:32][N:16]2[CH:15]=[C:14]([CH:11]3[CH2:12][CH2:13][NH:8][CH2:9][CH2:10]3)[S:18]/[C:17]/2=[N:19]\[S:20]([C:23]2[CH:31]=[CH:30][CH:29]=[CH:28][C:24]=2[C:25]([OH:27])=[O:26])(=[O:22])=[O:21])[C:42]2[C:37](=[CH:38][CH:39]=[CH:40][CH:41]=2)[CH:36]=[CH:35][CH:34]=1, predict the reactants needed to synthesize it. The reactants are: C(OC([N:8]1[CH2:13][CH2:12][CH:11]([C:14]2[S:18]/[C:17](=[N:19]\[S:20]([C:23]3[CH:31]=[CH:30][CH:29]=[CH:28][C:24]=3[C:25]([OH:27])=[O:26])(=[O:22])=[O:21])/[N:16]([CH2:32][C:33]3[C:42]4[C:37](=[CH:38][CH:39]=[CH:40][CH:41]=4)[CH:36]=[CH:35][CH:34]=3)[CH:15]=2)[CH2:10][CH2:9]1)=O)(C)(C)C.[ClH:43].O1CCOCC1.